The task is: Predict the product of the given reaction.. This data is from Forward reaction prediction with 1.9M reactions from USPTO patents (1976-2016). (1) The product is: [Cl:1][C:2]1[CH:3]=[N:4][C:5]2[N:6]([N:8]=[C:9]([C:11]([N:20]3[CH2:19][CH2:18][N:17]4[C:21]([C:24]5[CH:29]=[CH:28][N:27]=[CH:26][CH:25]=5)=[CH:22][CH:23]=[C:16]4[CH:15]3[CH3:14])=[O:13])[CH:10]=2)[CH:7]=1. Given the reactants [Cl:1][C:2]1[CH:3]=[N:4][C:5]2[N:6]([N:8]=[C:9]([C:11]([OH:13])=O)[CH:10]=2)[CH:7]=1.[CH3:14][CH:15]1[NH:20][CH2:19][CH2:18][N:17]2[C:21]([C:24]3[CH:29]=[CH:28][N:27]=[CH:26][CH:25]=3)=[CH:22][CH:23]=[C:16]12, predict the reaction product. (2) Given the reactants [C:1]([O:4][CH2:5][C@@H:6]1[C@@H:11]([O:12][C:13](=[O:15])[CH3:14])[C@H:10](OC(=O)C)[CH:9]=[CH:8][O:7]1)(=[O:3])[CH3:2].[Si:20]([O:27][C:28]1[CH:29]=[C:30](B(O)O)[CH:31]=[CH:32][C:33]=1[O:34][CH3:35])([C:23]([CH3:26])([CH3:25])[CH3:24])([CH3:22])[CH3:21], predict the reaction product. The product is: [C:1]([O:4][CH2:5][C@@H:6]1[C@@H:11]([O:12][C:13](=[O:15])[CH3:14])[CH:10]=[CH:9][C@@H:8]([C:30]2[CH:31]=[CH:32][C:33]([O:34][CH3:35])=[C:28]([O:27][Si:20]([C:23]([CH3:26])([CH3:25])[CH3:24])([CH3:22])[CH3:21])[CH:29]=2)[O:7]1)(=[O:3])[CH3:2]. (3) Given the reactants [CH2:1]([C:4]1[C:8]([CH2:9][CH2:10][CH2:11][OH:12])=[CH:7][N:6]([C:13]2[CH:18]=[CH:17][C:16]([C:19]([F:22])([F:21])[F:20])=[CH:15][N:14]=2)[N:5]=1)[CH2:2][CH3:3].O[C:24]1[N:28]([CH3:29])[N:27]=[CH:26][C:25]=1[CH2:30][C:31]([O:33]CC)=[O:32].C(P(CCCC)CCCC)CCC.N(C(N1CCCCC1)=O)=NC(N1CCCCC1)=O, predict the reaction product. The product is: [CH3:29][N:28]1[C:24]([O:12][CH2:11][CH2:10][CH2:9][C:8]2[C:4]([CH2:1][CH2:2][CH3:3])=[N:5][N:6]([C:13]3[CH:18]=[CH:17][C:16]([C:19]([F:21])([F:20])[F:22])=[CH:15][N:14]=3)[CH:7]=2)=[C:25]([CH2:30][C:31]([OH:33])=[O:32])[CH:26]=[N:27]1. (4) The product is: [O:20]=[C:21]1[CH:22]=[CH:23][NH:12][C:10]([NH:9][C:6]2[CH:5]=[CH:4][C:3]([C:1]#[N:2])=[CH:8][CH:7]=2)=[N:11]1. Given the reactants [C:1]([C:3]1[CH:8]=[CH:7][C:6]([NH:9][C:10]([NH2:12])=[NH:11])=[CH:5][CH:4]=1)#[N:2].C([O-])(=O)C.[Na+].C([O:20][C:21](=O)[C:22](=COCC)[C:23](OCC)=O)C.O, predict the reaction product. (5) Given the reactants C([O-])=O.[NH4+].[CH3:5][N:6]1[C:12]2[CH:13]=[C:14]([N+:17]([O-])=O)[CH:15]=[CH:16][C:11]=2[CH2:10][CH2:9][CH2:8][C:7]1=[O:20], predict the reaction product. The product is: [NH2:17][C:14]1[CH:15]=[CH:16][C:11]2[CH2:10][CH2:9][CH2:8][C:7](=[O:20])[N:6]([CH3:5])[C:12]=2[CH:13]=1. (6) Given the reactants [Br:1][C:2]1[CH:3]=[C:4]2[N:10]=[C:9]([CH2:11]Br)[S:8][C:5]2=[N:6][CH:7]=1.[OH-].[NH4+:14].C([O-])(O)=O.[Na+].[CH3:20][C:21]([O:24][C:25]([O:27]C(OC(C)(C)C)=O)=O)([CH3:23])[CH3:22], predict the reaction product. The product is: [Br:1][C:2]1[CH:3]=[C:4]2[N:10]=[C:9]([CH2:11][NH:14][C:25](=[O:27])[O:24][C:21]([CH3:23])([CH3:22])[CH3:20])[S:8][C:5]2=[N:6][CH:7]=1. (7) Given the reactants N[C:2]1[C:11]2[C:6](=[CH:7][C:8]([O:13][CH3:14])=[C:9]([Br:12])[CH:10]=2)[N:5]=[N:4][C:3]=1[C:15](N)=[O:16].C(O)C.[OH-:21].[K+].[OH2:23], predict the reaction product. The product is: [Br:12][C:9]1[CH:10]=[C:11]2[C:6](=[CH:7][C:8]=1[O:13][CH3:14])[N:5]=[N:4][C:3]([C:15]([OH:16])=[O:21])=[C:2]2[OH:23].